Dataset: Peptide-MHC class II binding affinity with 134,281 pairs from IEDB. Task: Regression. Given a peptide amino acid sequence and an MHC pseudo amino acid sequence, predict their binding affinity value. This is MHC class II binding data. The peptide sequence is GLALSHLNAMSKVRK. The MHC is DRB4_0103 with pseudo-sequence DRB4_0103. The binding affinity (normalized) is 0.872.